Dataset: Full USPTO retrosynthesis dataset with 1.9M reactions from patents (1976-2016). Task: Predict the reactants needed to synthesize the given product. The reactants are: [CH:1]1([CH:7]([NH:22][C:23]2[CH:28]=[CH:27][C:26]([C:29]([N:31]([CH3:39])[CH2:32][CH2:33][C:34]([O:36]CC)=[O:35])=[O:30])=[CH:25][CH:24]=2)[C:8]2[CH:12]=[C:11]([C:13]3[CH:14]=[N:15][C:16]([O:19][CH3:20])=[CH:17][CH:18]=3)[O:10][C:9]=2[CH3:21])[CH2:6][CH2:5][CH2:4][CH2:3][CH2:2]1.[OH-].[Li+]. Given the product [CH:1]1([CH:7]([NH:22][C:23]2[CH:24]=[CH:25][C:26]([C:29]([N:31]([CH3:39])[CH2:32][CH2:33][C:34]([OH:36])=[O:35])=[O:30])=[CH:27][CH:28]=2)[C:8]2[CH:12]=[C:11]([C:13]3[CH:14]=[N:15][C:16]([O:19][CH3:20])=[CH:17][CH:18]=3)[O:10][C:9]=2[CH3:21])[CH2:6][CH2:5][CH2:4][CH2:3][CH2:2]1, predict the reactants needed to synthesize it.